Dataset: Full USPTO retrosynthesis dataset with 1.9M reactions from patents (1976-2016). Task: Predict the reactants needed to synthesize the given product. (1) Given the product [C:21]([O:25][C:26]([NH:28][CH2:29][C:30](=[O:31])[CH2:14][C:13]([O:16][C:17]([CH3:20])([CH3:19])[CH3:18])=[O:15])=[O:27])([CH3:24])([CH3:23])[CH3:22], predict the reactants needed to synthesize it. The reactants are: C(NC(C)C)(C)C.[Li]CCCC.[C:13]([O:16][C:17]([CH3:20])([CH3:19])[CH3:18])(=[O:15])[CH3:14].[C:21]([O:25][C:26]([NH:28][CH2:29][C:30](O)=[O:31])=[O:27])([CH3:24])([CH3:23])[CH3:22].C(N1C=CN=C1)(N1C=CN=C1)=O. (2) The reactants are: [F:1][C:2]1[CH:7]=[CH:6][C:5]([OH:8])=[CH:4][CH:3]=1.C(=O)([O-])[O-].[K+].[K+].Cl[CH2:16][C:17]#[N:18]. Given the product [F:1][C:2]1[CH:7]=[CH:6][C:5]([O:8][CH2:16][C:17]#[N:18])=[CH:4][CH:3]=1, predict the reactants needed to synthesize it. (3) Given the product [OH:6][CH2:5][C:3]1([CH2:10][OH:11])[CH2:4]/[C:2]/1=[CH:15]/[N:16]1[CH:24]=[C:22]([CH3:23])[C:20](=[O:21])[NH:19][C:17]1=[O:18].[OH:6][CH2:5][C:3]1([CH2:10][OH:11])[CH2:4]/[C:2]/1=[CH:15]\[N:16]1[CH:24]=[C:22]([CH3:23])[C:20](=[O:21])[NH:19][C:17]1=[O:18], predict the reactants needed to synthesize it. The reactants are: Br[C:2]1([CH2:15][N:16]2[CH:24]=[C:22]([CH3:23])[C:20](=[O:21])[NH:19][C:17]2=[O:18])[CH2:4][C:3]1([CH2:10][O:11]C(=O)C)[CH2:5][O:6]C(=O)C.C(=O)([O-])[O-].[K+].[K+].CO.O.